This data is from Catalyst prediction with 721,799 reactions and 888 catalyst types from USPTO. The task is: Predict which catalyst facilitates the given reaction. Product: [F:1][C:2]1[CH:7]=[CH:6][CH:5]=[CH:4][C:3]=1[C:8]1[CH:9]=[CH:10][C:11]([C:20](=[O:21])[CH2:19][CH2:18][C:14]([O:16][CH3:17])=[O:15])=[CH:12][CH:13]=1. Reactant: [F:1][C:2]1[CH:7]=[CH:6][CH:5]=[CH:4][C:3]=1[C:8]1[CH:13]=[CH:12][CH:11]=[CH:10][CH:9]=1.[C:14]([CH2:18][CH2:19][C:20](Cl)=[O:21])([O:16][CH3:17])=[O:15].[Cl-].[Al+3].[Cl-].[Cl-]. The catalyst class is: 4.